From a dataset of Forward reaction prediction with 1.9M reactions from USPTO patents (1976-2016). Predict the product of the given reaction. (1) Given the reactants [C:1]([O:5][C:6]([N:8]1[CH2:13][CH2:12][N:11]([C:14]2[S:15][C:16](Br)=[CH:17][N:18]=2)[CH2:10][CH2:9]1)=[O:7])([CH3:4])([CH3:3])[CH3:2].C([Li])CCC.[C:25]1([S:31][S:31][C:25]2[CH:30]=[CH:29][CH:28]=[CH:27][CH:26]=2)[CH:30]=[CH:29][CH:28]=[CH:27][CH:26]=1.C(OCC)(=O)C.CCCCCCC, predict the reaction product. The product is: [C:1]([O:5][C:6]([N:8]1[CH2:13][CH2:12][N:11]([C:14]2[S:15][C:16]([S:31][C:25]3[CH:30]=[CH:29][CH:28]=[CH:27][CH:26]=3)=[CH:17][N:18]=2)[CH2:10][CH2:9]1)=[O:7])([CH3:4])([CH3:3])[CH3:2]. (2) Given the reactants [OH:1][C:2]1[CH:3]=[C:4]2[C:9](=[CH:10][CH:11]=1)[CH:8]=[C:7]([C@:12]1([CH3:18])[CH2:16][O:15][C:14](=[O:17])[NH:13]1)[CH:6]=[CH:5]2.O1CCCC1.[CH3:24][C@H:25]1[CH2:30][CH2:29][C@H:28](O)[CH2:27][CH2:26]1.C1(P(C2C=CC=CC=2)C2C=CC=CC=2)C=CC=CC=1.N(C(OC(C)C)=O)=NC(OC(C)C)=O, predict the reaction product. The product is: [CH3:18][C@@:12]1([C:7]2[CH:6]=[CH:5][C:4]3[C:9](=[CH:10][CH:11]=[C:2]([O:1][C@H:28]4[CH2:29][CH2:30][C@@H:25]([CH3:24])[CH2:26][CH2:27]4)[CH:3]=3)[CH:8]=2)[CH2:16][O:15][C:14](=[O:17])[NH:13]1. (3) Given the reactants [CH3:1][O:2][C:3]([C:5]1[CH:13]=[C:12]2[C:8]([C:9]([CH:15]3[CH2:20][CH2:19][CH2:18][CH2:17][CH2:16]3)=[C:10](Br)[NH:11]2)=[CH:7][CH:6]=1)=[O:4].N1C2C(=CC=C(C(OC)=O)C=2)C=C1.[CH3:34][O:35][C:36]1[CH:41]=[CH:40][C:39](B(O)O)=[C:38]([CH2:45][O:46][Si:47]([CH:54]([CH3:56])[CH3:55])([CH:51]([CH3:53])[CH3:52])[CH:48]([CH3:50])[CH3:49])[CH:37]=1.C(=O)([O-])[O-].[Na+].[Na+], predict the reaction product. The product is: [CH:15]1([C:9]2[C:8]3[C:12](=[CH:13][C:5]([C:3]([O:2][CH3:1])=[O:4])=[CH:6][CH:7]=3)[NH:11][C:10]=2[C:39]2[CH:40]=[CH:41][C:36]([O:35][CH3:34])=[CH:37][C:38]=2[CH2:45][O:46][Si:47]([CH:48]([CH3:50])[CH3:49])([CH:54]([CH3:56])[CH3:55])[CH:51]([CH3:53])[CH3:52])[CH2:20][CH2:19][CH2:18][CH2:17][CH2:16]1. (4) Given the reactants Cl[C:2]1[C:3](=[O:29])[N:4]([CH2:14][C:15]2[CH:16]=[CH:17][C:18]([NH:21]C(=O)[O:23][C:24]([CH3:27])(C)C)=[N:19][CH:20]=2)[C:5](=[O:13])[C:6]=1[C:7]1[CH:12]=[CH:11][CH:10]=[CH:9][CH:8]=1.[O:30]1[CH2:35][CH2:34][N:33]([C:36]2[CH:42]=[CH:41][C:39]([NH2:40])=[CH:38][CH:37]=2)[CH2:32][CH2:31]1.CC#N, predict the reaction product. The product is: [C:24]([O-:30])(=[O:23])[CH3:27].[NH4+:4].[NH2:21][C:18]1[N:19]=[CH:20][C:15]([CH2:14][N:4]2[C:5](=[O:13])[C:6]([C:7]3[CH:8]=[CH:9][CH:10]=[CH:11][CH:12]=3)=[C:2]([NH:40][C:39]3[CH:41]=[CH:42][C:36]([N:33]4[CH2:32][CH2:31][O:30][CH2:35][CH2:34]4)=[CH:37][CH:38]=3)[C:3]2=[O:29])=[CH:16][CH:17]=1.